Dataset: Reaction yield outcomes from USPTO patents with 853,638 reactions. Task: Predict the reaction yield, written as a fraction of the theoretical maximum amount of product (1.0 means a 100% yield; for example, 0.34 means a 34% yield). (1) The reactants are [N+:1]([C:4]1[CH:5]=[C:6]([CH:10]=[CH:11][CH:12]=1)[C:7](Cl)=[O:8])([O-:3])=[O:2].[CH3:13][O:14][C:15](=[O:34])[C:16]1[C:17](=[CH:22][C:23]([O:26][C:27]2[CH:32]=[CH:31][CH:30]=[CH:29][C:28]=2[NH2:33])=[CH:24][CH:25]=1)[C:18]([O:20][CH3:21])=[O:19]. The catalyst is CC(C)=O. The product is [CH3:13][O:14][C:15](=[O:34])[C:16]1[C:17](=[CH:22][C:23]([O:26][C:27]2[CH:32]=[CH:31][CH:30]=[CH:29][C:28]=2[NH:33][C:7](=[O:8])[C:6]2[CH:10]=[CH:11][CH:12]=[C:4]([N+:1]([O-:3])=[O:2])[CH:5]=2)=[CH:24][CH:25]=1)[C:18]([O:20][CH3:21])=[O:19]. The yield is 0.470. (2) The reactants are [Br:1][C:2]1[CH:3]=[CH:4][C:5]([OH:11])=[C:6]([CH:10]=1)[C:7](O)=[O:8].[H-].[Al+3].[Li+].[H-].[H-].[H-]. The catalyst is O1CCCC1. The product is [Br:1][C:2]1[CH:3]=[CH:4][C:5]([OH:11])=[C:6]([CH2:7][OH:8])[CH:10]=1. The yield is 0.600. (3) The reactants are C([O:3][P:4]([CH2:9][CH2:10][NH:11][CH2:12][C:13]([CH3:36])=[CH:14][CH2:15][C:16]1[C:17]([O:29]CC[Si](C)(C)C)=[C:18]2[C:22](=[C:23]([CH3:27])[C:24]=1[O:25][CH3:26])[CH2:21][O:20][C:19]2=[O:28])(=[O:8])[O:5]CC)C.C[Si](Br)(C)C.N1[C:47]([CH3:48])=[CH:46][CH:45]=[CH:44][C:43]=1[CH3:49]. The catalyst is C(#N)C. The product is [CH2:49]([N:11]([CH2:12][C:13]([CH3:36])=[CH:14][CH2:15][C:16]1[C:17]([OH:29])=[C:18]2[C:22](=[C:23]([CH3:27])[C:24]=1[O:25][CH3:26])[CH2:21][O:20][C:19]2=[O:28])[CH2:10][CH2:9][P:4](=[O:8])([OH:5])[OH:3])[C:43]1[CH:48]=[CH:47][CH:46]=[CH:45][CH:44]=1. The yield is 0.930. (4) The reactants are C(=O)([O-])[O-].[K+].[K+].[CH3:7][C:8]([C:11]([CH2:13]Cl)=[O:12])([CH3:10])[CH3:9].[CH2:15]([C:17]([C:28]1[CH:33]=[CH:32][C:31]([O:34][S:35]([C:38]([F:41])([F:40])[F:39])(=[O:37])=[O:36])=[C:30]([CH3:42])[CH:29]=1)([C:20]1[CH:25]=[CH:24][C:23]([OH:26])=[C:22]([CH3:27])[CH:21]=1)[CH2:18][CH3:19])[CH3:16]. The catalyst is CC(C)=O. The product is [CH3:7][C:8]([CH3:10])([CH3:9])[C:11](=[O:12])[CH2:13][O:26][C:23]1[CH:24]=[CH:25][C:20]([C:17]([C:28]2[CH:33]=[CH:32][C:31]([O:34][S:35]([C:38]([F:41])([F:39])[F:40])(=[O:37])=[O:36])=[C:30]([CH3:42])[CH:29]=2)([CH2:18][CH3:19])[CH2:15][CH3:16])=[CH:21][C:22]=1[CH3:27]. The yield is 0.830. (5) The reactants are [O:1]=[C:2]1[CH2:5][CH:4]([C:6]([OH:8])=[O:7])[CH2:3]1.[CH2:9](C(CC)(CC)C([O-])([O-])[O-])[CH3:10]. The catalyst is C1(C)C=CC=CC=1. The product is [CH2:9]([O:7][C:6]([CH:4]1[CH2:5][C:2](=[O:1])[CH2:3]1)=[O:8])[CH3:10]. The yield is 0.800. (6) The reactants are [CH3:1][O:2][CH2:3][CH2:4][O:5][CH2:6][C:7](=[S:9])[NH2:8].C([CH:12](Br)[C:13](=O)[C:14]([O-:16])=[O:15])C.[CH2:19](O)[CH3:20]. No catalyst specified. The product is [CH3:1][O:2][CH2:3][CH2:4][O:5][CH2:6][C:7]1[S:9][CH:12]=[C:13]([C:14]([O:16][CH2:19][CH3:20])=[O:15])[N:8]=1. The yield is 0.810. (7) The reactants are [OH:1][NH:2][C:3]([C@@H:5]([N:30]1[CH2:35][CH2:34][N:33](C(OCC2C=CC=CC=2)=O)[CH2:32][CH2:31]1)[CH2:6][NH:7][S:8]([C:11]1[CH:16]=[CH:15][C:14]([O:17][CH2:18][C:19]2[C:28]3[C:23](=[CH:24][CH:25]=[CH:26][CH:27]=3)[N:22]=[C:21]([CH3:29])[CH:20]=2)=[CH:13][CH:12]=1)(=[O:10])=[O:9])=[O:4].CCCCCCC.C(OCC)(=O)C. The catalyst is ClCCl.FC(F)(F)C(O)=O. The product is [OH:1][NH:2][C:3](=[O:4])[C@@H:5]([N:30]1[CH2:31][CH2:32][NH:33][CH2:34][CH2:35]1)[CH2:6][NH:7][S:8]([C:11]1[CH:16]=[CH:15][C:14]([O:17][CH2:18][C:19]2[C:28]3[C:23](=[CH:24][CH:25]=[CH:26][CH:27]=3)[N:22]=[C:21]([CH3:29])[CH:20]=2)=[CH:13][CH:12]=1)(=[O:9])=[O:10]. The yield is 0.700. (8) The reactants are [Cl:1][C:2]1[CH:3]=[C:4]([N:26]([C@H:29]2[CH2:34][CH2:33][C@H:32]([N:35]([CH3:37])[CH3:36])[CH2:31][CH2:30]2)[CH2:27][CH3:28])[C:5]([CH3:25])=[C:6]([CH:24]=1)[C:7]([NH:9][CH2:10][C:11]1[C:12]([O:22]C)=[N:13][N:14]2[C:19]([CH3:20])=[CH:18][C:17]([CH3:21])=[N:16][C:15]=12)=[O:8].B(Br)(Br)Br. No catalyst specified. The product is [Cl:1][C:2]1[CH:3]=[C:4]([N:26]([C@H:29]2[CH2:34][CH2:33][C@H:32]([N:35]([CH3:36])[CH3:37])[CH2:31][CH2:30]2)[CH2:27][CH3:28])[C:5]([CH3:25])=[C:6]([CH:24]=1)[C:7]([NH:9][CH2:10][C:11]1[C:12](=[O:22])[NH:13][N:14]2[C:19]([CH3:20])=[CH:18][C:17]([CH3:21])=[N:16][C:15]=12)=[O:8]. The yield is 0.129. (9) The reactants are [CH3:1][C:2]1[CH:3]=[C:4]([C:17]2[CH:22]=[CH:21][CH:20]=[C:19]([CH:23]=[O:24])[CH:18]=2)[CH:5]=[C:6]([CH3:16])[C:7]=1[O:8][CH2:9][CH2:10][CH2:11][S:12]([CH3:15])(=[O:14])=[O:13].[BH4-].[Na+]. The catalyst is CO. The product is [CH3:16][C:6]1[CH:5]=[C:4]([C:17]2[CH:22]=[CH:21][CH:20]=[C:19]([CH2:23][OH:24])[CH:18]=2)[CH:3]=[C:2]([CH3:1])[C:7]=1[O:8][CH2:9][CH2:10][CH2:11][S:12]([CH3:15])(=[O:14])=[O:13]. The yield is 0.710.